This data is from Catalyst prediction with 721,799 reactions and 888 catalyst types from USPTO. The task is: Predict which catalyst facilitates the given reaction. Reactant: [CH3:1][N:2]1[C:6]([CH3:8])([CH3:7])[CH2:5][C:4]([C:19]2[N:24]=[CH:23][C:22]([C:25]#[C:26][C:27]3[CH:32]=[CH:31][CH:30]=[CH:29][CH:28]=3)=[CH:21][N:20]=2)(C(OCC2C=CC=CC=2)=O)[C:3]1=[O:33].[OH-].[Na+].Cl. Product: [CH3:1][N:2]1[C:6]([CH3:8])([CH3:7])[CH2:5][CH:4]([C:19]2[N:20]=[CH:21][C:22]([C:25]#[C:26][C:27]3[CH:32]=[CH:31][CH:30]=[CH:29][CH:28]=3)=[CH:23][N:24]=2)[C:3]1=[O:33]. The catalyst class is: 8.